From a dataset of Reaction yield outcomes from USPTO patents with 853,638 reactions. Predict the reaction yield, written as a fraction of the theoretical maximum amount of product (1.0 means a 100% yield; for example, 0.34 means a 34% yield). (1) The reactants are [H-].[Na+].[CH3:3][C:4]1[CH:13]=[CH:12][C:11]2[C:6](=[CH:7][C:8]([O:14][CH2:15][C@H:16]([OH:18])[CH3:17])=[CH:9][CH:10]=2)[N:5]=1.[CH3:19]I. The catalyst is CN(C=O)C. The product is [CH3:19][O:18][C@H:16]([CH3:17])[CH2:15][O:14][C:8]1[CH:7]=[C:6]2[C:11]([CH:12]=[CH:13][C:4]([CH3:3])=[N:5]2)=[CH:10][CH:9]=1. The yield is 0.510. (2) The reactants are [C:1]1([C:23]2[CH2:24][CH2:25][CH2:26][CH2:27][CH:28]=2)[CH:6]=[CH:5][C:4]([C:7]2[N:11]=[CH:10][N:9]([C:12]3[CH:17]=[CH:16][C:15]([O:18][C:19]([F:22])([F:21])[F:20])=[CH:14][CH:13]=3)[N:8]=2)=[CH:3][CH:2]=1.ClC1C=C(C=CC=1)C(OO)=[O:34]. The catalyst is C(OCC)C. The product is [C:23]12([C:1]3[CH:2]=[CH:3][C:4]([C:7]4[N:11]=[CH:10][N:9]([C:12]5[CH:13]=[CH:14][C:15]([O:18][C:19]([F:20])([F:21])[F:22])=[CH:16][CH:17]=5)[N:8]=4)=[CH:5][CH:6]=3)[O:34][CH:24]1[CH2:25][CH2:26][CH2:27][CH2:28]2. The yield is 0.770. (3) The reactants are C(NC(C)C)(C)C.C([Li])CCC.[CH:13]1([C:17]([O:19][CH3:20])=[O:18])[CH2:16][CH2:15][CH2:14]1.[CH3:21][N:22]1[C:26]([C:27]2[CH:34]=[CH:33][C:30]([CH2:31]Cl)=[CH:29][CH:28]=2)=[N:25][N:24]=[N:23]1. The catalyst is C1COCC1.C(OCC)(=O)C.O. The product is [CH3:21][N:22]1[C:26]([C:27]2[CH:34]=[CH:33][C:30]([CH2:31][C:13]3([C:17]([O:19][CH3:20])=[O:18])[CH2:16][CH2:15][CH2:14]3)=[CH:29][CH:28]=2)=[N:25][N:24]=[N:23]1. The yield is 0.320. (4) The reactants are [NH2:1][NH2:2].[CH3:3][NH:4][S:5]([C:8]1[CH:9]=[C:10]([CH:15]=[CH:16][CH:17]=1)[C:11](OC)=[O:12])(=[O:7])=[O:6]. The catalyst is CO. The product is [NH:1]([C:11]([C:10]1[CH:9]=[C:8]([S:5]([NH:4][CH3:3])(=[O:7])=[O:6])[CH:17]=[CH:16][CH:15]=1)=[O:12])[NH2:2]. The yield is 0.743. (5) The reactants are [C:1]([O:4][C:5]([CH3:8])([CH3:7])[CH3:6])(=[O:3])[CH3:2].C(NC(C)C)(C)C.[Li].[O:17]1[C:23]2[CH:24]=[CH:25][CH:26]=[CH:27][C:22]=2[C:21](=[O:28])[O:20][CH2:19][CH2:18]1.C([O-])(O)=O.[Na+]. The catalyst is C1COCC1. The product is [OH:20][CH2:19][CH2:18][O:17][C:23]1[CH:24]=[CH:25][CH:26]=[CH:27][C:22]=1[C:21](=[O:28])[CH2:2][C:1]([O:4][C:5]([CH3:8])([CH3:7])[CH3:6])=[O:3]. The yield is 0.779. (6) The reactants are CN(C(ON1N=NC2C=CC=NC1=2)=[N+](C)C)C.F[P-](F)(F)(F)(F)F.[F:25][C:26]1[CH:31]=[CH:30][C:29]([NH:32][C:33]2[C:34]3[C:41]([CH3:42])=[C:40]([C:43]([O:45]C)=O)[S:39][C:35]=3[N:36]=[CH:37][N:38]=2)=[C:28]([O:47][CH:48]2[CH2:53][CH2:52][O:51][CH2:50][CH2:49]2)[CH:27]=1.CCN(C(C)C)C(C)C.[NH2:63][CH2:64][CH2:65][CH2:66][NH:67]C(=O)OC(C)(C)C.FC(F)(F)C(O)=O. The catalyst is CN(C=O)C.C(Cl)Cl. The product is [NH2:63][CH2:64][CH2:65][CH2:66][NH:67][C:43]([C:40]1[S:39][C:35]2[N:36]=[CH:37][N:38]=[C:33]([NH:32][C:29]3[CH:30]=[CH:31][C:26]([F:25])=[CH:27][C:28]=3[O:47][CH:48]3[CH2:53][CH2:52][O:51][CH2:50][CH2:49]3)[C:34]=2[C:41]=1[CH3:42])=[O:45]. The yield is 0.600. (7) The reactants are C(OC([N:8]1[CH2:13][CH2:12][CH:11]([N:14]2[CH:18]=[C:17]([C:19](=[O:41])[NH:20][CH2:21][C:22](=[O:40])[N:23]3[CH2:28][CH2:27][CH:26]([O:29][C:30]4[CH:35]=[CH:34][CH:33]=[C:32]([C:36]([F:39])([F:38])[F:37])[CH:31]=4)[CH2:25][CH2:24]3)[N:16]=[N:15]2)[CH2:10][CH2:9]1)=O)(C)(C)C.C(N1CCC(N)CC1)(OC(C)(C)C)=O.[ClH:56]. The catalyst is O1CCOCC1. The product is [ClH:56].[O:40]=[C:22]([N:23]1[CH2:24][CH2:25][CH:26]([O:29][C:30]2[CH:35]=[CH:34][CH:33]=[C:32]([C:36]([F:37])([F:38])[F:39])[CH:31]=2)[CH2:27][CH2:28]1)[CH2:21][NH:20][C:19]([C:17]1[N:16]=[N:15][N:14]([CH:11]2[CH2:10][CH2:9][NH:8][CH2:13][CH2:12]2)[CH:18]=1)=[O:41]. The yield is 0.739.